From a dataset of Forward reaction prediction with 1.9M reactions from USPTO patents (1976-2016). Predict the product of the given reaction. (1) Given the reactants Cl.[N:2]1([CH2:8][CH2:9][CH2:10][O:11][C:12]2[CH:20]=[CH:19][C:15]([C:16]([OH:18])=O)=[CH:14][CH:13]=2)[CH2:7][CH2:6][CH2:5][CH2:4][CH2:3]1.[CH2:21]([N:28]1[CH2:32][C:31]2([CH2:37][CH2:36][NH:35][CH2:34][CH2:33]2)[NH:30][C:29]1=[O:38])[C:22]1[CH:27]=[CH:26][CH:25]=[CH:24][CH:23]=1, predict the reaction product. The product is: [CH2:21]([N:28]1[CH2:32][C:31]2([CH2:37][CH2:36][N:35]([C:16](=[O:18])[C:15]3[CH:14]=[CH:13][C:12]([O:11][CH2:10][CH2:9][CH2:8][N:2]4[CH2:3][CH2:4][CH2:5][CH2:6][CH2:7]4)=[CH:20][CH:19]=3)[CH2:34][CH2:33]2)[NH:30][C:29]1=[O:38])[C:22]1[CH:23]=[CH:24][CH:25]=[CH:26][CH:27]=1. (2) Given the reactants [CH:1]1([C:8]#[C:9][C:10]2[CH:11]=[C:12]([CH:16]([OH:26])[CH2:17][CH2:18][NH:19]C(=O)C(F)(F)F)[CH:13]=[CH:14][CH:15]=2)[CH2:7][CH2:6][CH2:5][CH2:4][CH2:3][CH2:2]1.N.CO, predict the reaction product. The product is: [NH2:19][CH2:18][CH2:17][CH:16]([C:12]1[CH:13]=[CH:14][CH:15]=[C:10]([C:9]#[C:8][CH:1]2[CH2:7][CH2:6][CH2:5][CH2:4][CH2:3][CH2:2]2)[CH:11]=1)[OH:26]. (3) Given the reactants [CH3:1][C:2]1[NH:10][C:5]2=[N:6][CH:7]=[CH:8][CH:9]=[C:4]2[C:3]=1[C:11]([O:13][C:14]([CH3:17])([CH3:16])[CH3:15])=[O:12].Br[CH:19]([CH3:25])[C:20]([CH:22]1[CH2:24][CH2:23]1)=[O:21].C([O-])([O-])=O.[Cs+].[Cs+], predict the reaction product. The product is: [CH:22]1([C:20](=[O:21])[CH:19]([N:10]2[C:5]3=[N:6][CH:7]=[CH:8][CH:9]=[C:4]3[C:3]([C:11]([O:13][C:14]([CH3:17])([CH3:16])[CH3:15])=[O:12])=[C:2]2[CH3:1])[CH3:25])[CH2:24][CH2:23]1. (4) Given the reactants [C:1]([O:5][C:6](=[O:24])[NH:7][C:8]1[CH:13]=[CH:12][C:11]([C:14]#[C:15][C:16]2[S:17][CH:18]=[CH:19][N:20]=2)=[CH:10][C:9]=1[N+:21]([O-])=O)([CH3:4])([CH3:3])[CH3:2].O.O.Cl[Sn]Cl, predict the reaction product. The product is: [C:1]([O:5][C:6](=[O:24])[NH:7][C:8]1[CH:13]=[CH:12][C:11]([C:14]#[C:15][C:16]2[S:17][CH:18]=[CH:19][N:20]=2)=[CH:10][C:9]=1[NH2:21])([CH3:4])([CH3:2])[CH3:3].